This data is from Catalyst prediction with 721,799 reactions and 888 catalyst types from USPTO. The task is: Predict which catalyst facilitates the given reaction. (1) Reactant: [Cr](O[Cr]([O-])(=O)=O)([O-])(=O)=O.[NH+]1C=CC=CC=1.[NH+]1C=CC=CC=1.[OH:22][C@H:23]1[CH2:27][N:26]([C:28]([O:30][C:31]([CH3:34])([CH3:33])[CH3:32])=[O:29])[C@@H:25]([C:35]([O:37][CH3:38])=[O:36])[CH2:24]1. Product: [O:22]=[C:23]1[CH2:27][N:26]([C:28]([O:30][C:31]([CH3:32])([CH3:33])[CH3:34])=[O:29])[C@@H:25]([C:35]([O:37][CH3:38])=[O:36])[CH2:24]1. The catalyst class is: 4. (2) Reactant: [Cl:1][C:2]1[CH:3]=[C:4]([C:15]([O:17][CH3:18])=[O:16])[C:5]2[C:6]([CH3:14])=[CH:7][N:8]([CH:11]([CH3:13])[CH3:12])[C:9]=2[CH:10]=1.C1C(=O)N([Br:26])C(=O)C1.CCOC(C)=O.C(Cl)Cl. Product: [Br:26][C:7]1[N:8]([CH:11]([CH3:12])[CH3:13])[C:9]2[CH:10]=[C:2]([Cl:1])[CH:3]=[C:4]([C:15]([O:17][CH3:18])=[O:16])[C:5]=2[C:6]=1[CH3:14]. The catalyst class is: 3.